This data is from NCI-60 drug combinations with 297,098 pairs across 59 cell lines. The task is: Regression. Given two drug SMILES strings and cell line genomic features, predict the synergy score measuring deviation from expected non-interaction effect. Drug 1: C1=CC(=CC=C1CC(C(=O)O)N)N(CCCl)CCCl.Cl. Drug 2: CC1=C2C(C(=O)C3(C(CC4C(C3C(C(C2(C)C)(CC1OC(=O)C(C(C5=CC=CC=C5)NC(=O)C6=CC=CC=C6)O)O)OC(=O)C7=CC=CC=C7)(CO4)OC(=O)C)O)C)OC(=O)C. Cell line: NCIH23. Synergy scores: CSS=47.6, Synergy_ZIP=-2.93, Synergy_Bliss=3.51, Synergy_Loewe=-16.5, Synergy_HSA=3.10.